This data is from Forward reaction prediction with 1.9M reactions from USPTO patents (1976-2016). The task is: Predict the product of the given reaction. (1) Given the reactants [CH2:1]([S:3](C1C=CC(F)=C(F)C=1)(=[O:5])=[O:4])C.N[C:15]1[CH:16]=[CH:17][C:18]([Cl:23])=[C:19]([CH:22]=1)[C:20]#[N:21].CSSC, predict the reaction product. The product is: [Cl:23][C:18]1[CH:17]=[CH:16][C:15]([S:3]([CH3:1])(=[O:5])=[O:4])=[CH:22][C:19]=1[C:20]#[N:21]. (2) Given the reactants Cl[C:2]1[N:7]=[C:6]2[S:8][C:9](=[O:17])[N:10]([CH2:11][CH:12]3[CH2:14][C:13]3([F:16])[F:15])[C:5]2=[CH:4][CH:3]=1.[C:18]([C:20]1[CH:25]=[CH:24][CH:23]=[CH:22][C:21]=1B(O)O)#[N:19].C(=O)([O-])[O-].[Cs+].[Cs+].O1CCOCC1, predict the reaction product. The product is: [F:15][C:13]1([F:16])[CH2:14][CH:12]1[CH2:11][N:10]1[C:5]2[C:6](=[N:7][C:2]([C:21]3[CH:22]=[CH:23][CH:24]=[CH:25][C:20]=3[C:18]#[N:19])=[CH:3][CH:4]=2)[S:8][C:9]1=[O:17].